This data is from Forward reaction prediction with 1.9M reactions from USPTO patents (1976-2016). The task is: Predict the product of the given reaction. Given the reactants [CH2:1]([N:3]1[CH:7]=[C:6]([NH:8][C:9]2[C:14]([NH2:15])=[CH:13][N:12]=[C:11]([NH:16][C:17]3[CH:18]=[N:19][N:20]([CH:22]4[CH2:27][CH2:26][O:25][CH2:24][CH2:23]4)[CH:21]=3)[N:10]=2)[CH:5]=[N:4]1)[CH3:2].[CH:28](OC)(OC)OC, predict the reaction product. The product is: [CH2:1]([N:3]1[CH:7]=[C:6]([N:8]2[CH:28]=[N:15][C:14]3[C:9]2=[N:10][C:11]([NH:16][C:17]2[CH:18]=[N:19][N:20]([CH:22]4[CH2:27][CH2:26][O:25][CH2:24][CH2:23]4)[CH:21]=2)=[N:12][CH:13]=3)[CH:5]=[N:4]1)[CH3:2].